This data is from B-cell epitopes from IEDB database with 3,159 antigens for binding position prediction. The task is: Token-level Classification. Given an antigen amino acid sequence, predict which amino acid positions are active epitope sites capable of antibody binding. Output is a list of indices for active positions. (1) Given the antigen sequence: MKCLLYLAFLFIGVNCKFTIVFPHNQKGNWKNVPSNYHYCPSSSDLNWHNDLVGTALQVKMPKSHKAIQADGWMCHASKWVTTCDFRWYGPKYITHSIRSFTPSVEQCKESIEQTKQGTWLNPGFPPQSCGYATVTDAEAAIVQVTPHHVLVDEYTGEWVDSQFINGKCSNDICPTVHNSTTWHSDYKVKGLCDSNLISMDITFFSEDGELSSLGKKGTGFRSNYFAYETGDKACKMQYCKHWGVRLPSGVWFEMADKDLFAAARFPECPEGSSISAPSQTSVDVSLIQDVERILDYSLCQETWSKIRAGLPISPVDLSYLAPKNPGTGPVFTIINGTLKYFETRYIRVDIAAPILSRMVGMISGTTTERVLWDDWAPYEDVEIGPNGVLRTSSGYKFPLYMIGHGMLDSDLHLSSKAQVFEHPHIQDAASQLPDGETLFFGDTGLSKNPIEFVEGWFSSWKSSIASFFFTIGLIIGLFLVLRVGIYLCIKLKHTKKRQI..., which amino acid positions are active epitope sites? The epitope positions are: [496, 497, 498, 499, 500, 501, 502, 503, 504, 505, 506, 507, 508, 509, 510]. The amino acids at these positions are: KRQIYTDIEMNRLGK. (2) Given the antigen sequence: MVTSGILQLPRERFRKTSFFVWVIILFHKVFPIPLGVVHNNTLQVSDIDKLVCRDKLSSTSQLKSVGLNLEGNGVATDVPTATKRWGFRAGVPPKVVNYEAGEWAENCYNLDIKKADGSECLPEAPEGVRGFPRCRYVHKVSGTGPCPEGFAFHKEGAFFLYDRLASTIIYRSTTFSEGVVAFLILPKTKKDFFQSPPLHEPANMTTDPSSYYHTVTLNYVADNFGTNMTNFLFQVDHLTYVQLEPRFTPQFLVQLNETIYTNGRRSNTTGTLIWKVNPTVDTGVGEWAFWENKKNFTKTLSSEELSVILVPRAQDPGSNQKTKVTPTSFANNQTSKNHEDLVPKDPASVVQVRDLQRENTVPTSPLNTVPTTLIPDTMEEQTTSHYELPNISGNHQERNNTAHPETLANNPPDNTTPSTPPQDGERTSSHTTPSPRPVPTSTIHPTTRETQIPTTMITSHDTDSNRPNPIDISESTEPGLLTNTIRGVANLLTGSRRTR..., which amino acid positions are active epitope sites? The epitope positions are: [552, 553, 554, 555, 556, 557, 558, 559, 560, 561, 562, 563, 564, 565, 566]. The amino acids at these positions are: GLICGLRQLANETTQ.